This data is from Full USPTO retrosynthesis dataset with 1.9M reactions from patents (1976-2016). The task is: Predict the reactants needed to synthesize the given product. (1) Given the product [Br:23][C:9]1[CH:8]=[C:4]([CH:3]=[C:2]([Br:1])[C:10]=1[O:11][C:12]1[CH:17]=[CH:16][C:15]([OH:18])=[C:14]([CH:20]([CH3:22])[CH3:21])[CH:13]=1)[C:5]([C:28]1[C:27]([N+:24]([O-:26])=[O:25])=[CH:32][CH:31]=[CH:30][C:29]=1[S:33]([NH2:36])(=[O:34])=[O:35])=[O:7], predict the reactants needed to synthesize it. The reactants are: [Br:1][C:2]1[CH:3]=[C:4]([CH:8]=[C:9]([Br:23])[C:10]=1[O:11][C:12]1[CH:17]=[CH:16][C:15]([O:18]C)=[C:14]([CH:20]([CH3:22])[CH3:21])[CH:13]=1)[C:5]([OH:7])=O.[N+:24]([C:27]1[CH:28]=[C:29]([S:33]([NH2:36])(=[O:35])=[O:34])[CH:30]=[CH:31][CH:32]=1)([O-:26])=[O:25]. (2) Given the product [Cl:1][C:2]1[CH:19]=[C:18]([Cl:20])[CH:17]=[CH:16][C:3]=1[C:4]1[N:22]([CH3:21])[C:13]([CH3:14])=[C:7]([C:8]([O:10][CH2:11][CH3:12])=[O:9])[N:6]=1, predict the reactants needed to synthesize it. The reactants are: [Cl:1][C:2]1[CH:19]=[C:18]([Cl:20])[CH:17]=[CH:16][C:3]=1[C:4]([NH:6][CH:7]([C:13](=O)[CH3:14])[C:8]([O:10][CH2:11][CH3:12])=[O:9])=O.[CH3:21][NH2:22]. (3) Given the product [CH:17]1([C:13]2[N:12]=[C:11]([C:9]3[NH:8][C:6]4=[N:7][C:2]([N:20]5[CH2:25][CH2:24][CH2:23][C@@H:22]([C:26]([N:28]6[CH2:29][CH2:30][CH2:31][CH2:32]6)=[O:27])[CH2:21]5)=[CH:3][N:4]=[C:5]4[N:10]=3)[CH:16]=[CH:15][N:14]=2)[CH2:19][CH2:18]1, predict the reactants needed to synthesize it. The reactants are: Br[C:2]1[N:7]=[C:6]2[NH:8][C:9]([C:11]3[CH:16]=[CH:15][N:14]=[C:13]([CH:17]4[CH2:19][CH2:18]4)[N:12]=3)=[N:10][C:5]2=[N:4][CH:3]=1.[NH:20]1[CH2:25][CH2:24][CH2:23][C@@H:22]([C:26]([N:28]2[CH2:32][CH2:31][CH2:30][CH2:29]2)=[O:27])[CH2:21]1.C(=O)([O-])[O-].[K+].[K+].[F-].[Cs+]. (4) Given the product [Cl:1][C:2]1[CH:7]=[CH:6][CH:5]=[C:4]([F:8])[C:3]=1[C:9]1[NH:13][C:12](=[O:14])[N:11]([C:15]2[CH:24]=[CH:23][C:18]([C:19]3[N:35]([CH3:38])[C:31]4[CH:30]=[C:29]([CH3:37])[C:28]([CH3:27])=[CH:33][C:32]=4[N:34]=3)=[C:17]([O:25][CH3:26])[CH:16]=2)[N:10]=1, predict the reactants needed to synthesize it. The reactants are: [Cl:1][C:2]1[CH:7]=[CH:6][CH:5]=[C:4]([F:8])[C:3]=1[C:9]1[NH:13][C:12](=[O:14])[N:11]([C:15]2[CH:24]=[CH:23][C:18]([C:19](OC)=O)=[C:17]([O:25][CH3:26])[CH:16]=2)[N:10]=1.[CH3:27][C:28]1[CH:33]=[C:32]([NH2:34])[C:31]([NH2:35])=[C:30](C)[C:29]=1[CH3:37].[CH3:38][Al](C)C. (5) Given the product [Cl:1][C:2]1[S:6][C:5]([CH2:7][N:8]2[C:16]3[C:11](=[CH:12][C:13]([O:17][CH3:18])=[CH:14][CH:15]=3)[C:10]([CH:19]3[CH2:20][CH2:21][N:22]([CH2:35][C:33]4[CH:32]=[CH:31][C:30]([O:37][CH3:38])=[C:29]([CH:34]=4)[C:28]([OH:39])=[O:27])[CH2:23][CH2:24]3)=[CH:9]2)=[CH:4][CH:3]=1, predict the reactants needed to synthesize it. The reactants are: [Cl:1][C:2]1[S:6][C:5]([CH2:7][N:8]2[C:16]3[C:11](=[CH:12][C:13]([O:17][CH3:18])=[CH:14][CH:15]=3)[C:10]([CH:19]3[CH2:24][CH2:23][NH:22][CH2:21][CH2:20]3)=[CH:9]2)=[CH:4][CH:3]=1.C([O:27][C:28](=[O:39])[C:29]1[CH:34]=[C:33]([CH2:35]Br)[CH:32]=[CH:31][C:30]=1[O:37][CH3:38])C. (6) Given the product [CH2:20]([OH:21])[CH2:19][CH2:18][CH2:17][CH2:16][CH2:15][CH2:14][CH2:13][CH2:12][CH2:11][CH2:10][CH2:9][CH2:8][CH2:7][CH2:6][CH2:5][CH2:4][CH2:3][CH2:2][CH2:1][OH:23], predict the reactants needed to synthesize it. The reactants are: [C:1](O)(=[O:23])[CH2:2][CH2:3][CH2:4][CH2:5][CH2:6][CH2:7][CH2:8][CH2:9][CH2:10][CH2:11][CH2:12][CH2:13][CH2:14][CH2:15][CH2:16][CH2:17][CH2:18][CH2:19][C:20](O)=[O:21].C1COCC1.O.C([O-])(O)=O.[Na+]. (7) Given the product [O:3]1[C:8]2=[CH:9][CH:10]=[CH:11][C:7]2=[CH:6][C:5]([CH:12]2[CH2:17][CH2:16][CH2:15][CH2:14][N:13]2[CH2:18][CH2:19][C@H:20]2[CH2:21][CH2:22][C@H:23]([NH:26][C:37](=[O:38])[C:36]3[CH:40]=[CH:41][C:33]([CH:27]4[CH2:32][CH2:31][CH2:30][CH2:29][CH2:28]4)=[CH:34][CH:35]=3)[CH2:24][CH2:25]2)=[CH:4]1, predict the reactants needed to synthesize it. The reactants are: Cl.Cl.[O:3]1[C:8]2=[CH:9][CH:10]=[CH:11][C:7]2=[CH:6][C:5]([CH:12]2[CH2:17][CH2:16][CH2:15][CH2:14][N:13]2[CH2:18][CH2:19][C@H:20]2[CH2:25][CH2:24][C@H:23]([NH2:26])[CH2:22][CH2:21]2)=[CH:4]1.[CH:27]1([C:33]2[CH:41]=[CH:40][C:36]([C:37](O)=[O:38])=[CH:35][CH:34]=2)[CH2:32][CH2:31][CH2:30][CH2:29][CH2:28]1.